Dataset: Full USPTO retrosynthesis dataset with 1.9M reactions from patents (1976-2016). Task: Predict the reactants needed to synthesize the given product. (1) Given the product [CH3:34][S:35]([O:22][CH2:21][C:20]1[O:19][N:18]=[C:17]([CH3:23])[C:16]=1[C:11]1[CH:12]=[CH:13][CH:14]=[CH:15][C:10]=1[C:8](=[O:9])[C:5]1[CH:6]=[CH:7][C:2]([Cl:1])=[CH:3][CH:4]=1)(=[O:37])=[O:36], predict the reactants needed to synthesize it. The reactants are: [Cl:1][C:2]1[CH:7]=[CH:6][C:5]([C:8]([C:10]2[CH:15]=[CH:14][CH:13]=[CH:12][C:11]=2[C:16]2[C:17]([CH3:23])=[N:18][O:19][C:20]=2[CH2:21][OH:22])=[O:9])=[CH:4][CH:3]=1.C(Cl)Cl.CCN(CC)CC.[CH3:34][S:35](Cl)(=[O:37])=[O:36]. (2) The reactants are: [F:1][C:2]1[CH:7]=[CH:6][C:5]([C:8]2[C:12]([CH2:13][N:14]([CH3:21])[CH2:15][CH:16](OC)[O:17]C)=[CH:11][NH:10][N:9]=2)=[CH:4][CH:3]=1.[ClH:22]. Given the product [ClH:22].[F:1][C:2]1[CH:3]=[CH:4][C:5]([C:8]2[C:12]([CH2:13][N:14]([CH3:21])[CH2:15][CH:16]=[O:17])=[CH:11][NH:10][N:9]=2)=[CH:6][CH:7]=1, predict the reactants needed to synthesize it. (3) Given the product [F:1][C:2]([F:31])([O:16][C:17]1[CH:26]=[C:21]([C:22]([OH:24])=[O:23])[CH:20]=[C:19]([CH:18]=1)[C:27]([OH:29])=[O:28])[CH:3]([F:15])[O:4][C:5]([F:13])([F:14])[C:6]([F:11])([F:12])[C:7]([F:8])([F:10])[F:9], predict the reactants needed to synthesize it. The reactants are: [F:1][C:2]([F:31])([O:16][C:17]1[CH:18]=[C:19]([C:27]([O:29]C)=[O:28])[CH:20]=[C:21]([CH:26]=1)[C:22]([O:24]C)=[O:23])[CH:3]([F:15])[O:4][C:5]([F:14])([F:13])[C:6]([F:12])([F:11])[C:7]([F:10])([F:9])[F:8].[OH-].[K+].Cl. (4) Given the product [Cl:1][C:2]1[CH:3]=[C:4]([C:5]2[O:6][N:15]=[C:13]([CH:12]([OH:11])[CH3:17])[N:14]=2)[CH:8]=[CH:9][CH:10]=1, predict the reactants needed to synthesize it. The reactants are: [Cl:1][C:2]1[CH:3]=[C:4]([CH:8]=[CH:9][CH:10]=1)[C:5](Cl)=[O:6].[OH:11][CH:12]([CH3:17])[C:13]([NH:15]O)=[NH:14]. (5) Given the product [O:1]=[C:2]1[C:10]2([C:22]3[C:13](=[CH:14][C:15]4[O:20][CH2:19][CH2:18][O:17][C:16]=4[CH:21]=3)[O:12][CH2:11]2)[C:9]2[C:4](=[CH:5][CH:6]=[CH:7][CH:8]=2)[N:3]1[CH2:23][C:24]1[C:29]([C:30]([OH:32])=[O:31])=[CH:28][CH:27]=[CH:26][N:25]=1, predict the reactants needed to synthesize it. The reactants are: [O:1]=[C:2]1[C:10]2([C:22]3[C:13](=[CH:14][C:15]4[O:20][CH2:19][CH2:18][O:17][C:16]=4[CH:21]=3)[O:12][CH2:11]2)[C:9]2[C:4](=[CH:5][CH:6]=[CH:7][CH:8]=2)[N:3]1[CH2:23][C:24]1[C:29]([C:30]([O:32]CC)=[O:31])=[CH:28][CH:27]=[CH:26][N:25]=1.[OH-].[Li+].O1CCCC1.O. (6) Given the product [C:3]([O:7][C:8]([N:10]1[CH2:13][CH2:12][C@H:11]1[CH2:14][OH:15])=[O:9])([CH3:6])([CH3:5])[CH3:4], predict the reactants needed to synthesize it. The reactants are: [BH4-].[Na+].[C:3]([O:7][C:8]([N:10]1[CH2:13][CH2:12][C@H:11]1[C:14](O)=[O:15])=[O:9])([CH3:6])([CH3:5])[CH3:4].II.CO. (7) Given the product [CH2:1]([O:8][CH2:9][C:10](=[O:20])[CH2:11][O:12][CH2:13][C:14]1[CH:19]=[CH:18][CH:17]=[CH:16][CH:15]=1)[C:2]1[CH:3]=[CH:4][CH:5]=[CH:6][CH:7]=1, predict the reactants needed to synthesize it. The reactants are: [CH2:1]([O:8][CH2:9][CH:10]([OH:20])[CH2:11][O:12][CH2:13][C:14]1[CH:19]=[CH:18][CH:17]=[CH:16][CH:15]=1)[C:2]1[CH:7]=[CH:6][CH:5]=[CH:4][CH:3]=1.C(#N)C.C(=O)(O)[O-].[Na+].Cl[O-].[Na+].